From a dataset of Reaction yield outcomes from USPTO patents with 853,638 reactions. Predict the reaction yield, written as a fraction of the theoretical maximum amount of product (1.0 means a 100% yield; for example, 0.34 means a 34% yield). (1) The reactants are Cl.Cl.[O:3]1[C:7]2[CH:8]=[CH:9][C:10]([C:12]3([CH2:18][CH2:19][N:20]4[CH:25]5[CH2:26][CH2:27][CH:21]4[CH2:22][CH:23]([N:28]4[C:32]6[CH:33]=[CH:34][CH:35]=[CH:36][C:31]=6[N:30]=[C:29]4[CH3:37])[CH2:24]5)[CH2:17][CH2:16][NH:15][CH2:14][CH2:13]3)=[CH:11][C:6]=2[O:5][CH2:4]1.C(N(CC)CC)C.[C:45](O)(=[O:49])[CH:46]([CH3:48])[CH3:47].F[P-](F)(F)(F)(F)F.N1(OC(N(C)C)=[N+](C)C)C2N=CC=CC=2N=N1. The catalyst is CN(C)C=O.O. The product is [O:3]1[C:7]2[CH:8]=[CH:9][C:10]([C:12]3([CH2:18][CH2:19][N:20]4[C@H:25]5[CH2:26][CH2:27][C@@H:21]4[CH2:22][CH:23]([N:28]4[C:32]6[CH:33]=[CH:34][CH:35]=[CH:36][C:31]=6[N:30]=[C:29]4[CH3:37])[CH2:24]5)[CH2:13][CH2:14][N:15]([C:45](=[O:49])[CH:46]([CH3:48])[CH3:47])[CH2:16][CH2:17]3)=[CH:11][C:6]=2[O:5][CH2:4]1. The yield is 0.720. (2) The reactants are [CH3:1][O:2][C:3]([NH:5][S:6]([C:9]1[CH:14]=[CH:13][CH:12]=[CH:11][C:10]=1[C:15]1[CH:20]=[CH:19][C:18]([CH2:21][N:22]2[C:26]([CH2:27][CH2:28][CH3:29])=[CH:25][C:24]([C:30]([OH:32])=O)=[N:23]2)=[CH:17][CH:16]=1)(=[O:8])=[O:7])=[O:4].CCN(C(C)C)C(C)C.CN(C(ON1N=NC2C=CC=NC1=2)=[N+](C)C)C.F[P-](F)(F)(F)(F)F.CN(C=O)C.[NH2:71][C@H:72]([CH2:78][C:79]1[CH:84]=[CH:83][CH:82]=[CH:81][CH:80]=1)[C@@H:73]([OH:77])[C:74]([OH:76])=[O:75]. No catalyst specified. The product is [OH:77][C@H:73]([C@H:72]([NH:71][C:30]([C:24]1[CH:25]=[C:26]([CH2:27][CH2:28][CH3:29])[N:22]([CH2:21][C:18]2[CH:19]=[CH:20][C:15]([C:10]3[CH:11]=[CH:12][CH:13]=[CH:14][C:9]=3[S:6](=[O:8])(=[O:7])[NH:5][C:3]([O:2][CH3:1])=[O:4])=[CH:16][CH:17]=2)[N:23]=1)=[O:32])[CH2:78][C:79]1[CH:84]=[CH:83][CH:82]=[CH:81][CH:80]=1)[C:74]([OH:76])=[O:75]. The yield is 0.950. (3) The reactants are [Cr](Cl)([O-])(=O)=O.[NH+]1C=CC=CC=1.[Br:12][C:13]1[CH:18]=[CH:17][C:16]([CH:19]([OH:21])[CH3:20])=[CH:15][C:14]=1[CH3:22]. The catalyst is ClCCl. The product is [Br:12][C:13]1[CH:18]=[CH:17][C:16]([C:19](=[O:21])[CH3:20])=[CH:15][C:14]=1[CH3:22]. The yield is 0.870. (4) The reactants are [B:1]1[O:2][CH:3]=[C:4]2[CH:9]=[C:8]([CH2:10][NH2:11])[CH:7]=[CH:6][C:5]=12.[C:12]([C:16]1[N:20]=[C:19]([C:21](O)=[O:22])[O:18][N:17]=1)([CH3:15])([CH3:14])[CH3:13].C1CN([P+](Br)(N2CCCC2)N2CCCC2)CC1.F[P-](F)(F)(F)(F)F.CN(C=[O:52])C.CCN(C(C)C)C(C)C. The catalyst is O. The product is [OH:52][B:1]1[C:5]2[CH:6]=[CH:7][C:8]([CH2:10][NH:11][C:21]([C:19]3[O:18][N:17]=[C:16]([C:12]([CH3:15])([CH3:14])[CH3:13])[N:20]=3)=[O:22])=[CH:9][C:4]=2[CH2:3][O:2]1. The yield is 0.470. (5) The reactants are [F:1][CH:2]1[CH:7]([C:8]2[C:16]3[C:11](=[CH:12][CH:13]=[C:14]([NH2:17])[CH:15]=3)[NH:10][CH:9]=2)[CH2:6][CH2:5][N:4]([CH3:18])[CH2:3]1.I.CS[C:22]([C:24]1[S:25][CH:26]=[CH:27][CH:28]=1)=[NH:23]. The catalyst is C(O)C. The product is [F:1][CH:2]1[CH:7]([C:8]2[C:16]3[C:11](=[CH:12][CH:13]=[C:14]([NH:17][C:22]([C:24]4[S:25][CH:26]=[CH:27][CH:28]=4)=[NH:23])[CH:15]=3)[NH:10][CH:9]=2)[CH2:6][CH2:5][N:4]([CH3:18])[CH2:3]1. The yield is 0.900. (6) The reactants are [BH4-].[Na+].[Br:3][C:4]1[CH:5]=[CH:6][C:7]([Cl:13])=[C:8]([C:10](=[O:12])[CH3:11])[CH:9]=1. The catalyst is CO. The product is [Br:3][C:4]1[CH:5]=[CH:6][C:7]([Cl:13])=[C:8]([CH:10]([OH:12])[CH3:11])[CH:9]=1. The yield is 0.990. (7) The reactants are [Si]([O:18][C:19]1[CH:20]=[C:21]([C:25]2[N:33]=[C:32]3[C:28]([NH:29][C:30](=[O:41])[N:31]3[CH2:34][CH:35]3[CH2:40][CH2:39][O:38][CH2:37][CH2:36]3)=[C:27]([C:42](OC)=[O:43])[N:26]=2)[CH:22]=[CH:23][CH:24]=1)(C(C)(C)C)(C1C=CC=CC=1)C1C=CC=CC=1.[NH2:46]C1C(C(OC)=O)=NC(C2C=CC=C(O[Si](C(C)(C)C)(C3C=CC=CC=3)C3C=CC=CC=3)C=2)=NC=1NCC1CCOCC1. The catalyst is ClCCl. The product is [OH:18][C:19]1[CH:20]=[C:21]([C:25]2[N:33]=[C:32]3[C:28]([NH:29][C:30](=[O:41])[N:31]3[CH2:34][CH:35]3[CH2:36][CH2:37][O:38][CH2:39][CH2:40]3)=[C:27]([C:42]([NH2:46])=[O:43])[N:26]=2)[CH:22]=[CH:23][CH:24]=1. The yield is 0.700. (8) The reactants are [ClH:1].[CH2:2]([C:7]1[N:8]=[C:9]([NH2:12])[NH:10][CH:11]=1)[CH2:3][CH2:4][C:5]#[CH:6].[N:13]([CH2:16][CH2:17][CH2:18][C:19]1[CH:24]=[CH:23][CH:22]=[CH:21][CH:20]=1)=[N+:14]=[N-:15]. No catalyst specified. The product is [ClH:1].[C:19]1([CH2:18][CH2:17][CH2:16][N:13]2[CH:6]=[C:5]([CH2:4][CH2:3][CH2:2][C:7]3[N:8]=[C:9]([NH2:12])[NH:10][CH:11]=3)[N:15]=[N:14]2)[CH:24]=[CH:23][CH:22]=[CH:21][CH:20]=1. The yield is 0.340. (9) The reactants are [CH:1]1([CH2:6][N:7]2[CH2:13][CH2:12][C:11]3[S:14][C:15]([N:17]([C:27]4[N:32]=[CH:31][C:30]([F:33])=[CH:29][N:28]=4)CC4C=CC(OC)=CC=4)=[N:16][C:10]=3[C:9]3=[CH:34][N:35](CC4C=CC(OC)=CC=4)[N:36]=[C:8]23)[CH2:5][CH2:4][CH2:3][CH2:2]1. The catalyst is C(O)(C(F)(F)F)=O. The product is [CH:1]1([CH2:6][N:7]2[CH2:13][CH2:12][C:11]3[S:14][C:15]([NH:17][C:27]4[N:28]=[CH:29][C:30]([F:33])=[CH:31][N:32]=4)=[N:16][C:10]=3[C:9]3=[CH:34][NH:35][N:36]=[C:8]23)[CH2:2][CH2:3][CH2:4][CH2:5]1. The yield is 0.160. (10) The reactants are O.[I-].[I:3][C:4]1[CH:5]=[C+:6][C:7]2[NH:8][C:9]3[C:14]([Se:15][C:16]=2[CH:17]=1)=[CH:13][C:12](I)=[CH:11][CH:10]=3.[I-].C(N([C:27]1[CH:28]=[CH:29][C:30]2[NH:31][C:32]3[C:37]([SeH+][C:39]=2[CH:40]=1)=[CH:36][C:35](N(CCC)CCC)=[CH:34][CH:33]=3)CCC)CC.C(N(CC)CC)C.[CH2:55]([NH:61][CH2:62][CH2:63][CH2:64][CH2:65][CH2:66][CH3:67])[CH2:56][CH2:57][CH2:58][CH2:59][CH3:60]. The catalyst is CO. The product is [I-:3].[CH2:62]([N:61]([C:4]1[CH:5]=[CH:6][C:7]2[NH:8][C:9]3[C:14]([SeH+:15][C:16]=2[CH:17]=1)=[CH:13][C:12]([N:31]([CH2:30][CH2:29][CH2:28][CH2:27][CH2:40][CH3:39])[CH2:32][CH2:37][CH2:36][CH2:35][CH2:34][CH3:33])=[CH:11][CH:10]=3)[CH2:55][CH2:56][CH2:57][CH2:58][CH2:59][CH3:60])[CH2:63][CH2:64][CH2:65][CH2:66][CH3:67]. The yield is 0.210.